Regression. Given two drug SMILES strings and cell line genomic features, predict the synergy score measuring deviation from expected non-interaction effect. From a dataset of NCI-60 drug combinations with 297,098 pairs across 59 cell lines. Drug 2: C1=CC(=CC=C1CCC2=CNC3=C2C(=O)NC(=N3)N)C(=O)NC(CCC(=O)O)C(=O)O. Cell line: MDA-MB-435. Synergy scores: CSS=11.1, Synergy_ZIP=-6.36, Synergy_Bliss=-5.52, Synergy_Loewe=-12.6, Synergy_HSA=-2.35. Drug 1: COC1=C(C=C2C(=C1)N=CN=C2NC3=CC(=C(C=C3)F)Cl)OCCCN4CCOCC4.